Dataset: Catalyst prediction with 721,799 reactions and 888 catalyst types from USPTO. Task: Predict which catalyst facilitates the given reaction. (1) Reactant: [Cl:1][C:2]1[CH:20]=[C:19]([O:21][CH3:22])[C:18]([O:23][CH2:24][C:25]2[C:30]([O:31][CH3:32])=[CH:29][CH:28]=[C:27]([F:33])[C:26]=2[F:34])=[CH:17][C:3]=1[NH:4][C:5]1[C:10]([N+:11]([O-:13])=[O:12])=[C:9]([O:14][CH3:15])[N:8]=[C:7](Cl)[N:6]=1.[C:35]([O:39][CH2:40][CH3:41])(=[O:38])[CH2:36][OH:37].[H-].[Na+].Cl. Product: [Cl:1][C:2]1[CH:20]=[C:19]([O:21][CH3:22])[C:18]([O:23][CH2:24][C:25]2[C:30]([O:31][CH3:32])=[CH:29][CH:28]=[C:27]([F:33])[C:26]=2[F:34])=[CH:17][C:3]=1[NH:4][C:5]1[C:10]([N+:11]([O-:13])=[O:12])=[C:9]([O:14][CH3:15])[N:8]=[C:7]([O:37][CH2:36][C:35]([O:39][CH2:40][CH3:41])=[O:38])[N:6]=1. The catalyst class is: 60. (2) Reactant: [Cl:1][C:2]1[C:7]([CH2:8][C:9]([O:11]C)=[O:10])=[C:6]([N:13]([CH2:15][C:16]([NH:18][CH:19]2[CH2:23][CH2:22][CH2:21][CH2:20]2)=[O:17])[CH3:14])[N:5]=[C:4]([CH2:24][C:25]2[CH:30]=[CH:29][C:28]([NH:31][CH2:32][CH:33]3[CH2:38][CH2:37][CH2:36][CH2:35][CH2:34]3)=[CH:27][CH:26]=2)[N:3]=1.[OH-].[Na+].Cl. Product: [Cl:1][C:2]1[C:7]([CH2:8][C:9]([OH:11])=[O:10])=[C:6]([N:13]([CH2:15][C:16]([NH:18][CH:19]2[CH2:20][CH2:21][CH2:22][CH2:23]2)=[O:17])[CH3:14])[N:5]=[C:4]([CH2:24][C:25]2[CH:26]=[CH:27][C:28]([NH:31][CH2:32][CH:33]3[CH2:38][CH2:37][CH2:36][CH2:35][CH2:34]3)=[CH:29][CH:30]=2)[N:3]=1. The catalyst class is: 1.